From a dataset of Reaction yield outcomes from USPTO patents with 853,638 reactions. Predict the reaction yield, written as a fraction of the theoretical maximum amount of product (1.0 means a 100% yield; for example, 0.34 means a 34% yield). (1) The reactants are [C:1]([C:3]1[CH:4]=[C:5]([NH:9][C:10](=[O:16])[N:11]([CH:13]([CH3:15])[CH3:14])[CH3:12])[CH:6]=[CH:7][CH:8]=1)#[N:2].NCC1C=C(NC(N2CCSC2)=O)C=CC=1. No catalyst specified. The product is [NH2:2][CH2:1][C:3]1[CH:4]=[C:5]([NH:9][C:10](=[O:16])[N:11]([CH:13]([CH3:14])[CH3:15])[CH3:12])[CH:6]=[CH:7][CH:8]=1. The yield is 0.800. (2) The reactants are [C:1]12([NH:6][S:7]([C:10]3[C:11]([CH3:17])=[N:12][CH:13]=[C:14](Cl)[CH:15]=3)(=[O:9])=[O:8])[CH2:5][CH:3]([CH2:4]1)[CH2:2]2.CC1(C)C(C)(C)OB([C:26]2[CH:31]=[CH:30][N:29]=[C:28]([NH:32][C:33](=[O:35])[CH3:34])[CH:27]=2)O1.C1(P(C2CCCCC2)C2C=CC=CC=2C2C(C(C)C)=CC(C(C)C)=CC=2C(C)C)CCCCC1.C([O-])(=O)C.[K+]. No catalyst specified. The product is [C:1]12([NH:6][S:7]([C:10]3[CH:15]=[C:14]([C:26]4[CH:31]=[CH:30][N:29]=[C:28]([NH:32][C:33](=[O:35])[CH3:34])[CH:27]=4)[CH:13]=[N:12][C:11]=3[CH3:17])(=[O:9])=[O:8])[CH2:5][CH:3]([CH2:4]1)[CH2:2]2. The yield is 0.220.